Task: Predict the reaction yield, written as a fraction of the theoretical maximum amount of product (1.0 means a 100% yield; for example, 0.34 means a 34% yield).. Dataset: Reaction yield outcomes from USPTO patents with 853,638 reactions The reactants are Cl.[Cl:2][C:3]1[C:8]([C:9]([CH3:14])([CH3:13])[C:10]([OH:12])=O)=[CH:7][CH:6]=[CH:5][N:4]=1.[C:15]([O:19][C:20](=[O:27])[NH:21][C@H:22]1[CH2:25][C@H:24]([NH2:26])[CH2:23]1)([CH3:18])([CH3:17])[CH3:16].C(N(CC)CC)C. The catalyst is ClCCl.O. The product is [C:15]([O:19][C:20](=[O:27])[NH:21][C@H:22]1[CH2:25][C@H:24]([NH:26][C:10](=[O:12])[C:9]([C:8]2[C:3]([Cl:2])=[N:4][CH:5]=[CH:6][CH:7]=2)([CH3:14])[CH3:13])[CH2:23]1)([CH3:18])([CH3:16])[CH3:17]. The yield is 0.860.